Dataset: NCI-60 drug combinations with 297,098 pairs across 59 cell lines. Task: Regression. Given two drug SMILES strings and cell line genomic features, predict the synergy score measuring deviation from expected non-interaction effect. (1) Drug 1: C1CN1P(=S)(N2CC2)N3CC3. Drug 2: CCC1=C2CN3C(=CC4=C(C3=O)COC(=O)C4(CC)O)C2=NC5=C1C=C(C=C5)O. Cell line: SK-MEL-5. Synergy scores: CSS=23.1, Synergy_ZIP=-0.970, Synergy_Bliss=5.86, Synergy_Loewe=0.542, Synergy_HSA=6.88. (2) Drug 1: C1=CC=C(C(=C1)C(C2=CC=C(C=C2)Cl)C(Cl)Cl)Cl. Drug 2: CN(CC1=CN=C2C(=N1)C(=NC(=N2)N)N)C3=CC=C(C=C3)C(=O)NC(CCC(=O)O)C(=O)O. Cell line: TK-10. Synergy scores: CSS=49.8, Synergy_ZIP=2.31, Synergy_Bliss=3.24, Synergy_Loewe=-46.6, Synergy_HSA=0.387. (3) Drug 1: CC1=C2C(C(=O)C3(C(CC4C(C3C(C(C2(C)C)(CC1OC(=O)C(C(C5=CC=CC=C5)NC(=O)OC(C)(C)C)O)O)OC(=O)C6=CC=CC=C6)(CO4)OC(=O)C)O)C)O. Drug 2: CC1C(C(CC(O1)OC2CC(CC3=C2C(=C4C(=C3O)C(=O)C5=C(C4=O)C(=CC=C5)OC)O)(C(=O)CO)O)N)O.Cl. Cell line: OVCAR-5. Synergy scores: CSS=27.9, Synergy_ZIP=-4.13, Synergy_Bliss=-0.863, Synergy_Loewe=0.863, Synergy_HSA=1.40.